This data is from Reaction yield outcomes from USPTO patents with 853,638 reactions. The task is: Predict the reaction yield, written as a fraction of the theoretical maximum amount of product (1.0 means a 100% yield; for example, 0.34 means a 34% yield). (1) The reactants are [CH2:1]1[C:13]2[C:12]3[CH:11]=[C:10]([C:14]([NH:16][CH:17]4[CH2:22][CH2:21][N:20]([C:23]([O:25][C:26]([CH3:29])([CH3:28])[CH3:27])=[O:24])[CH2:19][CH2:18]4)=[O:15])[CH:9]=[CH:8][C:7]=3[NH:6][C:5]=2[CH2:4][CH2:3][NH:2]1.[F:30][C:31]([F:41])([F:40])[C:32]1[CH:39]=[CH:38][C:35]([CH:36]=O)=[CH:34][CH:33]=1.C(O[BH-](OC(=O)C)OC(=O)C)(=O)C.[Na+].C(=O)(O)[O-].[Na+]. The catalyst is C(Cl)Cl.C(OCC)C. The product is [F:30][C:31]([F:40])([F:41])[C:32]1[CH:39]=[CH:38][C:35]([CH2:36][N:2]2[CH2:3][CH2:4][C:5]3[NH:6][C:7]4[CH:8]=[CH:9][C:10]([C:14]([NH:16][CH:17]5[CH2:18][CH2:19][N:20]([C:23]([O:25][C:26]([CH3:29])([CH3:28])[CH3:27])=[O:24])[CH2:21][CH2:22]5)=[O:15])=[CH:11][C:12]=4[C:13]=3[CH2:1]2)=[CH:34][CH:33]=1. The yield is 0.840. (2) The reactants are [N:1]([O-])=O.[Na+].[F:5][C:6]1[C:12]([F:13])=[CH:11][CH:10]=[CH:9][C:7]=1[NH2:8].[Sn](Cl)[Cl:15]. The catalyst is O.Cl. The product is [ClH:15].[F:5][C:6]1[C:12]([F:13])=[CH:11][CH:10]=[CH:9][C:7]=1[NH:8][NH2:1]. The yield is 0.730. (3) The reactants are [CH3:1][N:2]1[C:7](=[O:8])[CH2:6][C:5]2[CH:9]=[C:10]3[C:15](=[CH:16][C:4]=2[S:3]1(=[O:18])=[O:17])[CH:14]=[CH:13][CH:12]=[CH:11]3.C(N(CC)CC)C.[C:26]1([N:32]=[C:33]=[O:34])[CH:31]=[CH:30][CH:29]=[CH:28][CH:27]=1. The catalyst is CS(C)=O. The product is [CH3:1][N:2]1[C:7](=[O:8])[CH:6]([C:33]([NH:32][C:26]2[CH:31]=[CH:30][CH:29]=[CH:28][CH:27]=2)=[O:34])[C:5]2[CH:9]=[C:10]3[C:15](=[CH:16][C:4]=2[S:3]1(=[O:17])=[O:18])[CH:14]=[CH:13][CH:12]=[CH:11]3. The yield is 0.370. (4) The reactants are [Cl:1][C:2]1[CH:9]=[C:8]([O:10][CH2:11][CH2:12][CH2:13][CH:14]2[CH2:19][CH2:18][N:17]([CH3:20])[CH2:16][CH2:15]2)[CH:7]=[CH:6][C:3]=1[CH:4]=O.[CH3:21][C:22]1[CH:27]=[C:26]([CH3:28])[CH:25]=[C:24]([NH2:29])[C:23]=1[NH2:30]. No catalyst specified. The product is [Cl:1][C:2]1[CH:9]=[C:8]([O:10][CH2:11][CH2:12][CH2:13][CH:14]2[CH2:19][CH2:18][N:17]([CH3:20])[CH2:16][CH2:15]2)[CH:7]=[CH:6][C:3]=1[C:4]1[NH:29][C:24]2[CH:25]=[C:26]([CH3:28])[CH:27]=[C:22]([CH3:21])[C:23]=2[N:30]=1. The yield is 0.870. (5) The reactants are [CH2:1]([O:3][C:4]([CH:6]1[CH2:11][NH:10][CH2:9][CH2:8][N:7]1[S:12]([C:15]1[CH:20]=[CH:19][C:18]([O:21][CH2:22][C:23]#[C:24][CH3:25])=[CH:17][CH:16]=1)(=[O:14])=[O:13])=[O:5])[CH3:2].[CH3:26][N:27]([C:31]1[CH:36]=[CH:35][CH:34]=[CH:33][CH:32]=1)[C:28](Cl)=[O:29]. No catalyst specified. The product is [CH2:22]([O:21][C:18]1[CH:19]=[CH:20][C:15]([S:12]([N:7]2[CH2:8][CH2:9][N:10]([C:28]([N:27]([CH3:26])[C:31]3[CH:36]=[CH:35][CH:34]=[CH:33][CH:32]=3)=[O:29])[CH2:11][CH:6]2[C:4]([O:3][CH2:1][CH3:2])=[O:5])(=[O:13])=[O:14])=[CH:16][CH:17]=1)[C:23]#[C:24][CH3:25]. The yield is 0.980. (6) The reactants are [CH:1]1([N:7]2[C:11]3([CH2:16][CH2:15][NH:14][CH2:13][CH2:12]3)[C:10](=[O:17])[N:9]([CH2:18][C:19]3[CH:20]=[C:21]([CH:29]=[CH:30][CH:31]=3)[C:22]([O:24][C:25]([CH3:28])([CH3:27])[CH3:26])=[O:23])[CH2:8]2)[CH2:6][CH2:5][CH2:4][CH2:3][CH2:2]1.I[CH2:33][CH2:34][CH2:35][C:36]([C:38]1[CH:43]=[CH:42][C:41]([F:44])=[CH:40][CH:39]=1)=[O:37].C(=O)([O-])[O-].[K+].[K+]. The catalyst is CN(C)C=O.C(OCC)(=O)C. The product is [CH:1]1([N:7]2[C:11]3([CH2:16][CH2:15][N:14]([CH2:33][CH2:34][CH2:35][C:36]([C:38]4[CH:39]=[CH:40][C:41]([F:44])=[CH:42][CH:43]=4)=[O:37])[CH2:13][CH2:12]3)[C:10](=[O:17])[N:9]([CH2:18][C:19]3[CH:20]=[C:21]([CH:29]=[CH:30][CH:31]=3)[C:22]([O:24][C:25]([CH3:27])([CH3:28])[CH3:26])=[O:23])[CH2:8]2)[CH2:2][CH2:3][CH2:4][CH2:5][CH2:6]1. The yield is 0.800. (7) The reactants are [C:1]1([CH:7]([OH:9])[CH3:8])[CH:6]=[CH:5][CH:4]=[CH:3][CH:2]=1. The catalyst is CC(C)=O. The product is [C:7]([C:1]1[CH:6]=[CH:5][CH:4]=[CH:3][CH:2]=1)(=[O:9])[CH3:8]. The yield is 0.960. (8) The reactants are [Cl:1][C:2]1[N:7]=[C:6]2[N:8]([CH:12]3[CH2:15][CH2:14][CH2:13]3)[C:9]([NH2:11])=[N:10][C:5]2=[CH:4][CH:3]=1.[CH2:16]([O:20][C:21](Cl)=[O:22])[CH:17]([CH3:19])[CH3:18].C(N(CC)C(C)C)(C)C. The catalyst is ClCCl. The product is [Cl:1][C:2]1[N:7]=[C:6]2[N:8]([CH:12]3[CH2:15][CH2:14][CH2:13]3)[C:9]([NH:11][C:21](=[O:22])[O:20][CH2:16][CH:17]([CH3:19])[CH3:18])=[N:10][C:5]2=[CH:4][CH:3]=1. The yield is 0.300. (9) The reactants are [Br:1][C:2]1[CH:16]=[CH:15][C:5]([O:6][C:7]2[CH:14]=[CH:13][C:10]([CH:11]=[O:12])=[CH:9][N:8]=2)=[CH:4][C:3]=1[CH2:17][OH:18].[O:19]1[CH:24]=[CH:23][CH2:22][CH2:21][CH2:20]1.[C@]12(CS(O)(=O)=O)C(C)(C)C(CC1)CC2=O. The catalyst is C(Cl)Cl. The product is [Br:1][C:2]1[CH:16]=[CH:15][C:5]([O:6][C:7]2[CH:14]=[CH:13][C:10]([CH:11]=[O:12])=[CH:9][N:8]=2)=[CH:4][C:3]=1[CH2:17][O:18][CH:20]1[CH2:21][CH2:22][CH2:23][CH2:24][O:19]1. The yield is 1.00. (10) The reactants are [Cl:1][C:2]1[CH:7]=[C:6]([Cl:8])[CH:5]=[CH:4][C:3]=1[CH:9]([N:11]1[C:15]([C:16](OC)=[O:17])=[CH:14][C:13]([O:20][CH:21]([CH3:23])[CH3:22])=[N:12]1)[CH3:10].[H-].C([Al+]CC(C)C)C(C)C.C(O)C.[Cl-].[NH4+]. The catalyst is O1CCCC1.C1(C)C=CC=CC=1. The product is [Cl:1][C:2]1[CH:7]=[C:6]([Cl:8])[CH:5]=[CH:4][C:3]=1[CH:9]([N:11]1[C:15]([CH2:16][OH:17])=[CH:14][C:13]([O:20][CH:21]([CH3:23])[CH3:22])=[N:12]1)[CH3:10]. The yield is 0.840.